This data is from Catalyst prediction with 721,799 reactions and 888 catalyst types from USPTO. The task is: Predict which catalyst facilitates the given reaction. (1) Reactant: S=[C:2]1[CH2:6][S:5][C:4](=[O:7])[NH:3]1.C(O)C.[CH2:11]([NH2:13])[CH3:12]. Product: [CH2:11]([NH:13][C:2]1[CH2:6][S:5][C:4](=[O:7])[N:3]=1)[CH3:12]. The catalyst class is: 8. (2) Reactant: [F:1][C:2]1[CH:7]=[CH:6][C:5]([N:8]2[C:16]3[CH2:15][CH2:14][CH2:13][NH:12][C:11]=3[CH:10]=[N:9]2)=[CH:4][CH:3]=1.[F:17][C:18]([F:31])([F:30])[O:19][C:20]1[CH:25]=[CH:24][C:23]([CH2:26][C:27](O)=[O:28])=[CH:22][CH:21]=1.CCN(CC)CC.CN(C(ON1N=NC2C=CC=NC1=2)=[N+](C)C)C.F[P-](F)(F)(F)(F)F. Product: [F:1][C:2]1[CH:3]=[CH:4][C:5]([N:8]2[C:16]3[CH2:15][CH2:14][CH2:13][N:12]([C:27](=[O:28])[CH2:26][C:23]4[CH:24]=[CH:25][C:20]([O:19][C:18]([F:30])([F:17])[F:31])=[CH:21][CH:22]=4)[C:11]=3[CH:10]=[N:9]2)=[CH:6][CH:7]=1. The catalyst class is: 3. (3) Reactant: C([O:4][C@@H:5]1[CH2:22][CH2:21][C@@:20]2([CH3:23])[C:7](=[CH:8][CH2:9][C@@H:10]3[C@@H:19]2[CH2:18][CH2:17][C@@:15]2([CH3:16])[C@H:11]3[CH2:12][CH:13]=[C:14]2[N:24]2[C:28]3[CH:29]=[CH:30][CH:31]=[CH:32][C:27]=3[N:26]=[CH:25]2)[CH2:6]1)(=O)C.C[O-].[Na+].O. Product: [OH:4][C@@H:5]1[CH2:22][CH2:21][C@@:20]2([CH3:23])[C:7](=[CH:8][CH2:9][C@@H:10]3[C@@H:19]2[CH2:18][CH2:17][C@@:15]2([CH3:16])[C@H:11]3[CH2:12][CH:13]=[C:14]2[N:24]2[C:28]3[CH:29]=[CH:30][CH:31]=[CH:32][C:27]=3[N:26]=[CH:25]2)[CH2:6]1. The catalyst class is: 5. (4) Reactant: C([Li])CCC.C(NC(C)C)(C)C.[CH:13]1([C:17]([O:19][CH2:20][CH3:21])=[O:18])[CH2:16][CH2:15][CH2:14]1.Cl[Si:23]([CH3:26])([CH3:25])[CH3:24]. Product: [C:13]1(=[C:17]([O:19][CH2:20][CH3:21])[O:18][Si:23]([CH3:26])([CH3:25])[CH3:24])[CH2:16][CH2:15][CH2:14]1. The catalyst class is: 134. (5) Reactant: C([O:3][C:4]([C:6]1[CH:7]=[N:8][N:9]([CH2:12][CH2:13][O:14][CH2:15][CH2:16][O:17][CH3:18])[C:10]=1[Cl:11])=[O:5])C.[OH-].[Li+]. Product: [Cl:11][C:10]1[N:9]([CH2:12][CH2:13][O:14][CH2:15][CH2:16][O:17][CH3:18])[N:8]=[CH:7][C:6]=1[C:4]([OH:5])=[O:3]. The catalyst class is: 24. (6) Reactant: [N:1]1[C:10]2[C:5](=[CH:6][CH:7]=[CH:8][CH:9]=2)[CH:4]=[CH:3][C:2]=1[N:11]1[CH2:14][CH:13]([C:15]2[C:16]([C:21]3[CH:22]=[C:23]([CH:26]=[CH:27][CH:28]=3)[C:24]#[N:25])=[N:17][CH:18]=[CH:19][N:20]=2)[CH2:12]1.[OH-].[K+].CC([OH:35])(C)C. Product: [N:1]1[C:10]2[C:5](=[CH:6][CH:7]=[CH:8][CH:9]=2)[CH:4]=[CH:3][C:2]=1[N:11]1[CH2:14][CH:13]([C:15]2[C:16]([C:21]3[CH:22]=[C:23]([CH:26]=[CH:27][CH:28]=3)[C:24]([NH2:25])=[O:35])=[N:17][CH:18]=[CH:19][N:20]=2)[CH2:12]1. The catalyst class is: 6.